This data is from Forward reaction prediction with 1.9M reactions from USPTO patents (1976-2016). The task is: Predict the product of the given reaction. (1) Given the reactants [C:1]([O:5][C:6]([N:8]1[CH2:13][CH2:12][CH:11]([CH2:14][CH2:15][C:16]([O:18][CH3:19])=[O:17])[CH2:10][CH2:9]1)=[O:7])([CH3:4])([CH3:3])[CH3:2].[CH:20]([N-]C(C)C)(C)C.[Li+].CI.CN1C(=O)N(C)CCC1, predict the reaction product. The product is: [C:1]([O:5][C:6]([N:8]1[CH2:13][CH2:12][CH:11]([CH2:14][CH:15]([C:16]([O:18][CH3:19])=[O:17])[CH3:20])[CH2:10][CH2:9]1)=[O:7])([CH3:4])([CH3:3])[CH3:2]. (2) Given the reactants [CH3:1][N:2]1[C:7](=[O:8])[CH:6]=[C:5]([C:9]2[CH:14]=[CH:13][N:12]=[CH:11][N:10]=2)[N:4]=[C:3]1[O:15][CH:16]1[CH2:21][CH2:20][N:19]([C:22]2[CH:23]=[CH:24][C:25]3[N:30](COCC[Si](C)(C)C)[C:29](=[O:39])[O:28][CH2:27][C:26]=3[CH:40]=2)[CH2:18][CH2:17]1.Cl.O.C(=O)([O-])O.[Na+], predict the reaction product. The product is: [CH3:1][N:2]1[C:7](=[O:8])[CH:6]=[C:5]([C:9]2[CH:14]=[CH:13][N:12]=[CH:11][N:10]=2)[N:4]=[C:3]1[O:15][CH:16]1[CH2:21][CH2:20][N:19]([C:22]2[CH:23]=[CH:24][C:25]3[NH:30][C:29](=[O:39])[O:28][CH2:27][C:26]=3[CH:40]=2)[CH2:18][CH2:17]1. (3) Given the reactants NC1C(OC)=CC2C(C)(C)N(C(=O)C(F)(F)F)CC(=O)NC=2C=1.OC(C(F)(F)F)=O.[Cl:31][C:32]1[C:33]([NH:61][C@@H:62]2[CH2:67][CH2:66][CH2:65][CH2:64][C@H:63]2[NH:68][S:69]([CH3:72])(=[O:71])=[O:70])=[N:34][C:35]([NH:38][C:39]2[C:40]([O:59][CH3:60])=[CH:41][C:42]3[C:48]([CH3:50])([CH3:49])[N:47]([C:51](=[O:56])[C:52]([F:55])([F:54])[F:53])[CH2:46][C:45](=[O:57])[NH:44][C:43]=3[CH:58]=2)=[N:36][CH:37]=1, predict the reaction product. The product is: [Cl:31][C:32]1[C:33]([NH:61][C@@H:62]2[CH2:67][CH2:66][CH2:65][CH2:64][C@H:63]2[NH:68][S:69]([CH3:72])(=[O:70])=[O:71])=[N:34][C:35]([NH:38][C:39]2[C:40]([O:59][CH3:60])=[CH:41][C:42]3[C:48]([CH3:50])([CH3:49])[N:47]([C:51](=[O:56])[C:52]([F:54])([F:53])[F:55])[CH2:46][C:45](=[O:57])[NH:44][C:43]=3[CH:58]=2)=[N:36][CH:37]=1. (4) Given the reactants C([Li])CCC.[NH2:6][C:7]1[S:8][CH:9]=[CH:10][N:11]=1.Cl[Si](C)(C)C.[CH3:17][C:18]([CH3:20])=[O:19], predict the reaction product. The product is: [NH2:6][C:7]1[S:8][C:9]([C:18]([OH:19])([CH3:20])[CH3:17])=[CH:10][N:11]=1. (5) Given the reactants [Cl:1][C:2]1[C:7]([C:8]2[C:12]([C:13]([OH:15])=O)=[C:11]([CH3:16])[O:10][N:9]=2)=[CH:6][CH:5]=[CH:4][N:3]=1.[CH2:17]([O:24][C:25](=[O:35])[NH:26][CH2:27][CH:28]1[CH2:33][CH2:32][CH2:31][CH:30]([NH2:34])[CH2:29]1)[C:18]1[CH:23]=[CH:22][CH:21]=[CH:20][CH:19]=1.Cl.CN(C)CCCN=C=NCC.ON1C2N=CC=CC=2N=N1.C(N(CC)C(C)C)(C)C, predict the reaction product. The product is: [CH2:17]([O:24][C:25](=[O:35])[NH:26][CH2:27][CH:28]1[CH2:33][CH2:32][CH2:31][CH:30]([NH:34][C:13]([C:12]2[C:8]([C:7]3[C:2]([Cl:1])=[N:3][CH:4]=[CH:5][CH:6]=3)=[N:9][O:10][C:11]=2[CH3:16])=[O:15])[CH2:29]1)[C:18]1[CH:19]=[CH:20][CH:21]=[CH:22][CH:23]=1. (6) Given the reactants [C:1]1([S:7]([NH2:10])(=[O:9])=[O:8])[CH:6]=[CH:5][CH:4]=[CH:3][CH:2]=1.CC(C)([O-])C.[K+].C1(C)C=CC([O:23][C:24]([C:26]2[C:34]3[C:29](=[CH:30][C:31]([Cl:43])=[C:32]([C:35]4[CH:40]=[CH:39][C:38]([O:41][CH3:42])=[CH:37][CH:36]=4)[CH:33]=3)[NH:28][N:27]=2)=O)=CC=1, predict the reaction product. The product is: [Cl:43][C:31]1[CH:30]=[C:29]2[C:34]([C:26]([C:24]([NH:10][S:7]([C:1]3[CH:6]=[CH:5][CH:4]=[CH:3][CH:2]=3)(=[O:9])=[O:8])=[O:23])=[N:27][NH:28]2)=[CH:33][C:32]=1[C:35]1[CH:40]=[CH:39][C:38]([O:41][CH3:42])=[CH:37][CH:36]=1. (7) Given the reactants [C:1]1([C:27]2[CH:32]=[CH:31][CH:30]=[CH:29][CH:28]=2)[CH:6]=[CH:5][C:4]([C@@:7]2(O)[CH2:11][N:10]([C:12]([O:14][CH2:15][C:16]3[CH:21]=[CH:20][CH:19]=[CH:18][CH:17]=3)=[O:13])[C@H:9]([C:22]([O:24][CH3:25])=[O:23])[CH2:8]2)=[CH:3][CH:2]=1.[CH3:33][CH:34]([SH:36])[CH3:35], predict the reaction product. The product is: [C:1]1([C:27]2[CH:32]=[CH:31][CH:30]=[CH:29][CH:28]=2)[CH:6]=[CH:5][C:4]([C@:7]2([S:36][CH:34]([CH3:35])[CH3:33])[CH2:11][N:10]([C:12]([O:14][CH2:15][C:16]3[CH:21]=[CH:20][CH:19]=[CH:18][CH:17]=3)=[O:13])[C@H:9]([C:22]([O:24][CH3:25])=[O:23])[CH2:8]2)=[CH:3][CH:2]=1.